This data is from Forward reaction prediction with 1.9M reactions from USPTO patents (1976-2016). The task is: Predict the product of the given reaction. (1) The product is: [F:1][C:2]1[CH:3]=[CH:4][C:5]([O:11][CH3:12])=[C:6]([C:14]2[CH:19]=[CH:18][C:17]([C@H:20]([NH2:22])[CH3:21])=[CH:16][CH:15]=2)[CH:7]=1. Given the reactants [F:1][C:2]1[CH:3]=[CH:4][C:5]([O:11][CH3:12])=[C:6](B(O)O)[CH:7]=1.Br[C:14]1[CH:19]=[CH:18][C:17]([C@H:20]([NH2:22])[CH3:21])=[CH:16][CH:15]=1, predict the reaction product. (2) The product is: [Cl:1][C:2]1[CH:3]=[CH:4][C:5]([C:8]2[CH:14]=[C:12]([NH2:13])[C:11]([NH2:15])=[CH:10][CH:9]=2)=[CH:6][CH:7]=1. Given the reactants [Cl:1][C:2]1[CH:7]=[CH:6][C:5]([C:8]2[CH:9]=[CH:10][C:11]([N+:15]([O-])=O)=[C:12]([CH:14]=2)[NH2:13])=[CH:4][CH:3]=1.Cl.C(=O)(O)[O-].[Na+], predict the reaction product. (3) Given the reactants [CH2:1]([N:3]1[CH2:8][CH2:7][N:6]([C:9]2[C:18]3[C:13](=[CH:14][CH:15]=[CH:16][CH:17]=3)[CH:12]=[C:11]([C:19]3[CH:24]=[CH:23][C:22]([C:25](=O)[CH2:26][CH2:27][CH3:28])=[CH:21][CH:20]=3)[N:10]=2)[CH2:5][CH2:4]1)[CH3:2].Cl.[NH2:31][OH:32].C([O-])(=O)C.[Na+], predict the reaction product. The product is: [CH2:1]([N:3]1[CH2:8][CH2:7][N:6]([C:9]2[C:18]3[C:13](=[CH:14][CH:15]=[CH:16][CH:17]=3)[CH:12]=[C:11]([C:19]3[CH:24]=[CH:23][C:22]([C:25](=[N:31][OH:32])[CH2:26][CH2:27][CH3:28])=[CH:21][CH:20]=3)[N:10]=2)[CH2:5][CH2:4]1)[CH3:2]. (4) Given the reactants CC1(C)CCC2([C:8](=[O:9])[O:7][C:6](=[O:10])[CH2:5]2)C1.[CH3:14][C:15]1([CH3:21])[CH2:19][CH2:18][CH2:17][C:16]1=O, predict the reaction product. The product is: [CH3:14][C:15]1([CH3:21])[CH2:19][CH2:18][CH2:17][C:16]21[C:8](=[O:9])[O:7][C:6](=[O:10])[CH2:5]2.